This data is from Merck oncology drug combination screen with 23,052 pairs across 39 cell lines. The task is: Regression. Given two drug SMILES strings and cell line genomic features, predict the synergy score measuring deviation from expected non-interaction effect. Drug 1: N.N.O=C(O)C1(C(=O)O)CCC1.[Pt]. Drug 2: Cn1nnc2c(C(N)=O)ncn2c1=O. Cell line: HT144. Synergy scores: synergy=-33.5.